Dataset: Forward reaction prediction with 1.9M reactions from USPTO patents (1976-2016). Task: Predict the product of the given reaction. (1) Given the reactants [Br:1][C:2]1[N:3]=[C:4]([C:16]2[CH:21]=[CH:20][C:19]([F:22])=[CH:18][CH:17]=2)[N:5]([CH2:8][O:9][CH2:10][CH2:11][Si:12]([CH3:15])([CH3:14])[CH3:13])[C:6]=1Br.C(O)(C)C.O, predict the reaction product. The product is: [Br:1][C:2]1[N:3]=[C:4]([C:16]2[CH:21]=[CH:20][C:19]([F:22])=[CH:18][CH:17]=2)[N:5]([CH2:8][O:9][CH2:10][CH2:11][Si:12]([CH3:15])([CH3:14])[CH3:13])[CH:6]=1. (2) Given the reactants [Br:1][C:2]1[CH:7]=[CH:6][N:5]=[C:4](F)[CH:3]=1.O.[NH2:10][NH2:11].[OH-].[Na+], predict the reaction product. The product is: [Br:1][C:2]1[CH:7]=[CH:6][N:5]=[C:4]([NH:10][NH2:11])[CH:3]=1. (3) Given the reactants C([O:4][C:5]1[CH:10]=[CH:9][C:8]([C@H:11]2[C@H:16]([O:17][Si:18]([CH:25]([CH3:27])[CH3:26])([CH:22]([CH3:24])[CH3:23])[CH:19]([CH3:21])[CH3:20])[CH2:15][N:14]([C:28]([O:30][CH2:31][C:32]3[CH:37]=[CH:36][CH:35]=[CH:34][CH:33]=3)=[O:29])[CH2:13][C@@H:12]2[O:38][C:39](=O)[C:40]2[CH:41]=[CH:42][C:43]3[O:48][CH2:47][CH2:46][N:45]([CH2:49][CH2:50][CH2:51][O:52][CH3:53])[C:44]=3[CH:54]=2)=[CH:7][CH:6]=1)C=C.C(=O)([O-])[O-:57].[K+].[K+], predict the reaction product. The product is: [OH:4][C:5]1[CH:6]=[CH:7][C:8]([C@H:11]2[C@H:16]([O:17][Si:18]([CH:19]([CH3:21])[CH3:20])([CH:25]([CH3:27])[CH3:26])[CH:22]([CH3:24])[CH3:23])[CH2:15][N:14]([C:28]([O:30][CH2:31][C:32]3[CH:37]=[CH:36][CH:35]=[CH:34][CH:33]=3)=[O:29])[CH2:13][C@@H:12]2[O:38][CH2:39][C:40]2[CH:41]=[CH:42][C:43]3[O:48][CH2:47][C:46](=[O:57])[N:45]([CH2:49][CH2:50][CH2:51][O:52][CH3:53])[C:44]=3[CH:54]=2)=[CH:9][CH:10]=1.